From a dataset of Forward reaction prediction with 1.9M reactions from USPTO patents (1976-2016). Predict the product of the given reaction. (1) Given the reactants Cl[C:2]1[CH:3]=[CH:4][C:5]2[N:11]3[CH2:12][CH2:13][CH:8]([CH2:9][CH2:10]3)[NH:7][C:6]=2[N:14]=1.[F:15][C:16]([F:27])([F:26])[C:17]1[CH:18]=[C:19](B(O)O)[CH:20]=[CH:21][CH:22]=1.C([O-])([O-])=O.[Cs+].[Cs+], predict the reaction product. The product is: [F:15][C:16]([F:27])([F:26])[C:17]1[CH:22]=[C:21]([C:2]2[CH:3]=[CH:4][C:5]3[N:11]4[CH2:12][CH2:13][CH:8]([CH2:9][CH2:10]4)[NH:7][C:6]=3[N:14]=2)[CH:20]=[CH:19][CH:18]=1. (2) Given the reactants Cl.[NH2:2][CH2:3][C:4]([C:6]1[CH:16]=[CH:15][C:9]([C:10]([O:12][CH2:13][CH3:14])=[O:11])=[CH:8][CH:7]=1)=[O:5].[CH2:17]([C:21]1([O:36][CH3:37])[CH2:26][CH2:25][N:24]([C:27]2[CH:35]=[CH:34][C:30]([C:31](O)=[O:32])=[CH:29][CH:28]=2)[CH2:23][CH2:22]1)[CH2:18][CH2:19][CH3:20].ON1C2C=CC=CC=2N=N1.Cl.C(N=C=NCCCN(C)C)C, predict the reaction product. The product is: [CH2:17]([C:21]1([O:36][CH3:37])[CH2:22][CH2:23][N:24]([C:27]2[CH:28]=[CH:29][C:30]([C:31]([NH:2][CH2:3][C:4]([C:6]3[CH:16]=[CH:15][C:9]([C:10]([O:12][CH2:13][CH3:14])=[O:11])=[CH:8][CH:7]=3)=[O:5])=[O:32])=[CH:34][CH:35]=2)[CH2:25][CH2:26]1)[CH2:18][CH2:19][CH3:20]. (3) Given the reactants [CH:1]([O:4][C:5]1[C:9]([C:10]([O:12][CH2:13][CH3:14])=[O:11])=[CH:8][NH:7][N:6]=1)([CH3:3])[CH3:2].I[CH2:16][CH2:17][O:18][CH2:19][C:20]1[CH:25]=[CH:24][CH:23]=[CH:22][CH:21]=1.C(=O)([O-])[O-].[K+].[K+].O, predict the reaction product. The product is: [CH2:19]([O:18][CH2:17][CH2:16][N:7]1[CH:8]=[C:9]([C:10]([O:12][CH2:13][CH3:14])=[O:11])[C:5]([O:4][CH:1]([CH3:3])[CH3:2])=[N:6]1)[C:20]1[CH:25]=[CH:24][CH:23]=[CH:22][CH:21]=1. (4) The product is: [CH3:20][S:21]([O:17][CH2:16][CH2:15][C:13]1[O:14][C:10]2[CH:9]=[CH:8][C:7]([C:6]3[C:2]([CH3:1])=[N:3][O:4][C:5]=3[CH3:19])=[CH:18][C:11]=2[CH:12]=1)(=[O:23])=[O:22]. Given the reactants [CH3:1][C:2]1[C:6]([C:7]2[CH:8]=[CH:9][C:10]3[O:14][C:13]([CH2:15][CH2:16][OH:17])=[CH:12][C:11]=3[CH:18]=2)=[C:5]([CH3:19])[O:4][N:3]=1.[CH3:20][S:21](O[S:21]([CH3:20])(=[O:23])=[O:22])(=[O:23])=[O:22].C(N(CC)CC)C, predict the reaction product. (5) Given the reactants [C:1]([O:5][C:6](=[O:36])[NH:7][CH2:8][C:9]1[CH:14]=[CH:13][C:12]([C:15]2[C:16]3[CH:23]=[C:22](Br)[N:21](S(C4C=CC(C)=CC=4)(=O)=O)[C:17]=3[N:18]=[CH:19][N:20]=2)=[CH:11][C:10]=1[F:35])([CH3:4])([CH3:3])[CH3:2].[CH3:37][N:38]1[CH:42]=[C:41](B2OC(C)(C)C(C)(C)O2)[CH:40]=[N:39]1.C(=O)([O-])[O-].[K+].[K+].COCCOC, predict the reaction product. The product is: [C:1]([O:5][C:6](=[O:36])[NH:7][CH2:8][C:9]1[CH:14]=[CH:13][C:12]([C:15]2[C:16]3[CH:23]=[C:22]([C:41]4[CH:40]=[N:39][N:38]([CH3:37])[CH:42]=4)[NH:21][C:17]=3[N:18]=[CH:19][N:20]=2)=[CH:11][C:10]=1[F:35])([CH3:2])([CH3:3])[CH3:4]. (6) Given the reactants [Cl:1][C:2]1[CH:7]=[C:6]([I:8])[CH:5]=[CH:4][C:3]=1[NH:9][C:10](=[O:37])[C@@H:11]([N:20]1[C:24](=[O:25])[C@@H:23]([C:26]2[CH:31]=[CH:30][C:29]([O:32][CH2:33][CH2:34][OH:35])=[CH:28][CH:27]=2)[NH:22][C:21]1=[O:36])[C@H:12]([C:14]1[CH:19]=[CH:18][CH:17]=[CH:16][CH:15]=1)[CH3:13], predict the reaction product. The product is: [Cl:1][C:2]1[CH:7]=[C:6]([I:8])[CH:5]=[CH:4][C:3]=1[NH:9][C:10](=[O:37])[C@@H:11]([N:20]1[C:24](=[O:25])[C@H:23]([C:26]2[CH:27]=[CH:28][C:29]([O:32][CH2:33][CH2:34][OH:35])=[CH:30][CH:31]=2)[NH:22][C:21]1=[O:36])[C@H:12]([C:14]1[CH:19]=[CH:18][CH:17]=[CH:16][CH:15]=1)[CH3:13]. (7) Given the reactants [CH2:1]([N:8]1[C:17](=[O:18])[C:16]2[C:11](=[CH:12][CH:13]=[CH:14][CH:15]=2)[C:10]([C:19]2[C:27]3[C:22](=[CH:23][CH:24]=[CH:25][CH:26]=3)[N:21]([CH2:28][C:29](O)=[O:30])[C:20]=2[CH3:32])=[N:9]1)[C:2]1[CH:7]=[CH:6][CH:5]=[CH:4][CH:3]=1.[CH3:33][S:34]([NH2:37])(=[O:36])=[O:35].F[P-](F)(F)(F)(F)F.N1(O[P+](N(C)C)(N(C)C)N(C)C)C2C=CC=CC=2N=N1.C(N(C(C)C)CC)(C)C, predict the reaction product. The product is: [CH2:1]([N:8]1[C:17](=[O:18])[C:16]2[C:11](=[CH:12][CH:13]=[CH:14][CH:15]=2)[C:10]([C:19]2[C:27]3[C:22](=[CH:23][CH:24]=[CH:25][CH:26]=3)[N:21]([CH2:28][C:29]([NH:37][S:34]([CH3:33])(=[O:36])=[O:35])=[O:30])[C:20]=2[CH3:32])=[N:9]1)[C:2]1[CH:7]=[CH:6][CH:5]=[CH:4][CH:3]=1. (8) Given the reactants C(N(C(C)C)CC)(C)C.[C:10]([O:14][C:15]([N:17]1[CH2:21][CH2:20][CH2:19][C@H:18]1[CH2:22][C:23](O)=[O:24])=[O:16])([CH3:13])([CH3:12])[CH3:11].ClC(OCC(C)C)=O, predict the reaction product. The product is: [OH:24][CH2:23][CH2:22][C@@H:18]1[CH2:19][CH2:20][CH2:21][N:17]1[C:15]([O:14][C:10]([CH3:13])([CH3:12])[CH3:11])=[O:16]. (9) Given the reactants [CH2:1]([O:4][C:5]1[C:14]([CH3:15])=[CH:13][C:8]([C:9]([NH:11][OH:12])=[NH:10])=[CH:7][C:6]=1CC)[CH:2]=[CH2:3].[Cl:18]C1C=C(C=C(C)C=1O)C=O, predict the reaction product. The product is: [CH2:1]([O:4][C:5]1[C:14]([CH3:15])=[CH:13][C:8]([C:9]([NH:11][OH:12])=[NH:10])=[CH:7][C:6]=1[Cl:18])[CH:2]=[CH2:3].